From a dataset of NCI-60 drug combinations with 297,098 pairs across 59 cell lines. Regression. Given two drug SMILES strings and cell line genomic features, predict the synergy score measuring deviation from expected non-interaction effect. (1) Drug 1: CC12CCC3C(C1CCC2O)C(CC4=C3C=CC(=C4)O)CCCCCCCCCS(=O)CCCC(C(F)(F)F)(F)F. Drug 2: COCCOC1=C(C=C2C(=C1)C(=NC=N2)NC3=CC=CC(=C3)C#C)OCCOC.Cl. Cell line: A549. Synergy scores: CSS=8.11, Synergy_ZIP=-2.50, Synergy_Bliss=1.08, Synergy_Loewe=0.330, Synergy_HSA=1.63. (2) Drug 1: C1=CN(C=N1)CC(O)(P(=O)(O)O)P(=O)(O)O. Drug 2: C1=NNC2=C1C(=O)NC=N2. Cell line: OVCAR-4. Synergy scores: CSS=-0.479, Synergy_ZIP=2.62, Synergy_Bliss=5.08, Synergy_Loewe=-0.918, Synergy_HSA=-0.220. (3) Cell line: SW-620. Synergy scores: CSS=-5.78, Synergy_ZIP=5.53, Synergy_Bliss=-4.87, Synergy_Loewe=-105, Synergy_HSA=-10.1. Drug 1: CN(C)N=NC1=C(NC=N1)C(=O)N. Drug 2: C#CCC(CC1=CN=C2C(=N1)C(=NC(=N2)N)N)C3=CC=C(C=C3)C(=O)NC(CCC(=O)O)C(=O)O. (4) Drug 1: CC1=C(C=C(C=C1)C(=O)NC2=CC(=CC(=C2)C(F)(F)F)N3C=C(N=C3)C)NC4=NC=CC(=N4)C5=CN=CC=C5. Drug 2: C1=CC=C(C=C1)NC(=O)CCCCCCC(=O)NO. Cell line: OVCAR3. Synergy scores: CSS=-1.56, Synergy_ZIP=5.46, Synergy_Bliss=11.5, Synergy_Loewe=-7.35, Synergy_HSA=-2.74. (5) Drug 1: C1CCC(C1)C(CC#N)N2C=C(C=N2)C3=C4C=CNC4=NC=N3. Drug 2: C1CCN(CC1)CCOC2=CC=C(C=C2)C(=O)C3=C(SC4=C3C=CC(=C4)O)C5=CC=C(C=C5)O. Cell line: NCI-H322M. Synergy scores: CSS=5.73, Synergy_ZIP=3.88, Synergy_Bliss=7.46, Synergy_Loewe=6.75, Synergy_HSA=6.26. (6) Drug 1: C(=O)(N)NO. Drug 2: CCC1(CC2CC(C3=C(CCN(C2)C1)C4=CC=CC=C4N3)(C5=C(C=C6C(=C5)C78CCN9C7C(C=CC9)(C(C(C8N6C)(C(=O)OC)O)OC(=O)C)CC)OC)C(=O)OC)O.OS(=O)(=O)O. Cell line: SK-MEL-5. Synergy scores: CSS=-1.42, Synergy_ZIP=4.46, Synergy_Bliss=5.97, Synergy_Loewe=-1.89, Synergy_HSA=-2.70. (7) Drug 1: CC(C)NC(=O)C1=CC=C(C=C1)CNNC.Cl. Drug 2: C1CCC(C(C1)N)N.C(=O)(C(=O)[O-])[O-].[Pt+4]. Cell line: SK-MEL-5. Synergy scores: CSS=0.627, Synergy_ZIP=-5.94, Synergy_Bliss=-16.9, Synergy_Loewe=-48.6, Synergy_HSA=-23.2. (8) Drug 1: CC1=C2C(C(=O)C3(C(CC4C(C3C(C(C2(C)C)(CC1OC(=O)C(C(C5=CC=CC=C5)NC(=O)OC(C)(C)C)O)O)OC(=O)C6=CC=CC=C6)(CO4)OC(=O)C)OC)C)OC. Drug 2: C1=CN(C=N1)CC(O)(P(=O)(O)O)P(=O)(O)O. Cell line: ACHN. Synergy scores: CSS=34.8, Synergy_ZIP=-1.61, Synergy_Bliss=-2.97, Synergy_Loewe=-5.14, Synergy_HSA=0.0386. (9) Drug 1: CN1C(=O)N2C=NC(=C2N=N1)C(=O)N. Drug 2: C1=NC2=C(N=C(N=C2N1C3C(C(C(O3)CO)O)F)Cl)N. Cell line: HCT116. Synergy scores: CSS=13.8, Synergy_ZIP=-3.48, Synergy_Bliss=-6.77, Synergy_Loewe=-70.4, Synergy_HSA=-5.08. (10) Drug 1: COC1=CC(=CC(=C1O)OC)C2C3C(COC3=O)C(C4=CC5=C(C=C24)OCO5)OC6C(C(C7C(O6)COC(O7)C8=CC=CS8)O)O. Drug 2: C(CCl)NC(=O)N(CCCl)N=O. Cell line: SK-OV-3. Synergy scores: CSS=33.5, Synergy_ZIP=-3.90, Synergy_Bliss=4.30, Synergy_Loewe=-46.2, Synergy_HSA=3.16.